Dataset: CYP3A4 inhibition data for predicting drug metabolism from PubChem BioAssay. Task: Regression/Classification. Given a drug SMILES string, predict its absorption, distribution, metabolism, or excretion properties. Task type varies by dataset: regression for continuous measurements (e.g., permeability, clearance, half-life) or binary classification for categorical outcomes (e.g., BBB penetration, CYP inhibition). Dataset: cyp3a4_veith. (1) The compound is S=c1[nH]nc(C2CCCCC2)n1/N=C/c1cccs1. The result is 1 (inhibitor). (2) The drug is Clc1cc(I)cc(Cl)c1NC1=NCCN1. The result is 0 (non-inhibitor).